This data is from Catalyst prediction with 721,799 reactions and 888 catalyst types from USPTO. The task is: Predict which catalyst facilitates the given reaction. (1) Reactant: [CH2:1]([O:8][C:9]([N:11]1[C@H:15]([C:16](=[O:29])[NH:17][C:18]2[CH:23]=[CH:22][CH:21]=[C:20]([O:24][C:25]([F:28])([F:27])[F:26])[CH:19]=2)[CH2:14][CH2:13][C@@H:12]1[CH2:30][N:31]=[N+]=[N-])=[O:10])[C:2]1[CH:7]=[CH:6][CH:5]=[CH:4][CH:3]=1.C1(P(C2C=CC=CC=2)C2C=CC=CC=2)C=CC=CC=1. Product: [CH2:1]([O:8][C:9]([N:11]1[C@H:15]([C:16](=[O:29])[NH:17][C:18]2[CH:23]=[CH:22][CH:21]=[C:20]([O:24][C:25]([F:26])([F:27])[F:28])[CH:19]=2)[CH2:14][CH2:13][C@@H:12]1[CH2:30][NH2:31])=[O:10])[C:2]1[CH:7]=[CH:6][CH:5]=[CH:4][CH:3]=1. The catalyst class is: 1. (2) Reactant: [C:1]([OH:7])([C:3]([F:6])([F:5])[F:4])=[O:2].CC([N:12]([C@@H:16]([CH2:30][CH3:31])/[CH:17]=[CH:18]/[C:19]([N:21]1[C:29]2[C:24](=[CH:25][CH:26]=[CH:27][CH:28]=2)[CH2:23][CH2:22]1)=[O:20])C(=O)[O-])(C)C. The catalyst class is: 2. Product: [F:4][C:3]([F:6])([F:5])[C:1]([OH:7])=[O:2].[N:21]1([C:19](=[O:20])/[CH:18]=[CH:17]/[C@@H:16]([NH2:12])[CH2:30][CH3:31])[C:29]2[C:24](=[CH:25][CH:26]=[CH:27][CH:28]=2)[CH2:23][CH2:22]1. (3) The catalyst class is: 26. Reactant: [C:1](Cl)(=[O:3])[CH3:2].[NH2:5][C:6]1[CH:7]=[CH:8][CH:9]=[C:10]2[C:15]=1[CH:14]=[N:13][C:12]([NH:16][C:17]1[N:18]=[CH:19][C:20]([C:23]#[N:24])=[N:21][CH:22]=1)=[CH:11]2.C(N(C(C)C)CC)(C)C. Product: [C:23]([C:20]1[N:21]=[CH:22][C:17]([NH:16][C:12]2[N:13]=[CH:14][C:15]3[C:10]([CH:11]=2)=[CH:9][CH:8]=[CH:7][C:6]=3[NH:5][C:1](=[O:3])[CH3:2])=[N:18][CH:19]=1)#[N:24]. (4) Reactant: Br[CH2:2][C:3](=O)[C:4]([O:6][CH2:7][CH3:8])=[O:5].[NH2:10][C:11]1[CH:16]=[N:15][CH:14]=[CH:13][N:12]=1. The catalyst class is: 57. Product: [N:10]1[C:3]([C:4]([O:6][CH2:7][CH3:8])=[O:5])=[CH:2][N:12]2[CH:13]=[CH:14][N:15]=[CH:16][C:11]=12. (5) Reactant: [NH2:1][C:2]1[S:6][C:5]([CH:7]2[CH2:12][CH2:11][N:10]([C:13]([O:15][C:16]([CH3:19])([CH3:18])[CH3:17])=[O:14])[CH2:9][CH2:8]2)=[CH:4][C:3]=1[C:20]([O:22][CH3:23])=[O:21].CO[C:26]([CH3:28])=[CH2:27].C(O)(=O)C.C(O[BH-](OC(=O)C)OC(=O)C)(=O)C.[Na+].C(=O)([O-])[O-].[Na+].[Na+]. Product: [CH:26]([NH:1][C:2]1[S:6][C:5]([CH:7]2[CH2:12][CH2:11][N:10]([C:13]([O:15][C:16]([CH3:17])([CH3:18])[CH3:19])=[O:14])[CH2:9][CH2:8]2)=[CH:4][C:3]=1[C:20]([O:22][CH3:23])=[O:21])([CH3:28])[CH3:27]. The catalyst class is: 4. (6) Reactant: OC(C(F)(F)F)=O.OC(C(F)(F)F)=O.[CH:15]12[O:22][CH:19]([CH2:20][CH2:21]1)[CH2:18][N:17]([C:23]1[N:28]=[C:27]([N:29]3[CH2:34][CH2:33][NH:32][CH2:31][CH2:30]3)[N:26]=[C:25]([C:35]3[CH:40]=[CH:39][C:38]([NH:41][C:42]([NH:44][C:45]4[CH:50]=[CH:49][N:48]=[CH:47][CH:46]=4)=[O:43])=[CH:37][CH:36]=3)[N:24]=1)[CH2:16]2.[N:51]1[CH:56]=[CH:55][CH:54]=[C:53]([CH:57]=O)[CH:52]=1.C(O[BH-](OC(=O)C)OC(=O)C)(=O)C.[Na+]. Product: [CH:19]12[O:22][CH:15]([CH2:21][CH2:20]1)[CH2:16][N:17]([C:23]1[N:28]=[C:27]([N:29]3[CH2:34][CH2:33][N:32]([CH2:57][C:53]4[CH:52]=[N:51][CH:56]=[CH:55][CH:54]=4)[CH2:31][CH2:30]3)[N:26]=[C:25]([C:35]3[CH:36]=[CH:37][C:38]([NH:41][C:42]([NH:44][C:45]4[CH:46]=[CH:47][N:48]=[CH:49][CH:50]=4)=[O:43])=[CH:39][CH:40]=3)[N:24]=1)[CH2:18]2. The catalyst class is: 236. (7) Reactant: [Cl:1][C:2]1[CH:7]=[CH:6][CH:5]=[CH:4][C:3]=1[S:8](Cl)(=[O:10])=[O:9].Cl.Cl.[CH2:14]([NH:16][CH2:17][CH2:18][CH2:19][N:20]1[CH2:30][CH2:29][C:28]2[C:31]3[CH:21]1[CH2:22][CH2:23][C:24]=3[C:25]([O:34][CH3:35])=[C:26]([O:32][CH3:33])[CH:27]=2)[CH3:15].CCN(C(C)C)C(C)C. Product: [ClH:1].[Cl:1][C:2]1[CH:7]=[CH:6][CH:5]=[CH:4][C:3]=1[S:8]([N:16]([CH2:17][CH2:18][CH2:19][N:20]1[CH2:30][CH2:29][C:28]2[C:31]3[CH:21]1[CH2:22][CH2:23][C:24]=3[C:25]([O:34][CH3:35])=[C:26]([O:32][CH3:33])[CH:27]=2)[CH2:14][CH3:15])(=[O:10])=[O:9]. The catalyst class is: 2. (8) Reactant: [C:1]1([N:7]2[C:15]3[C:10](=[CH:11][CH:12]=[CH:13][CH:14]=3)[C:9](Br)=[C:8]2[C:17]([O:19][CH3:20])=[O:18])[CH:6]=[CH:5][CH:4]=[CH:3][CH:2]=1.[CH:21]1[CH:34]=[C:33]2[CH:35]=[CH:36][C:30]3[C:31]4[C:32]2=[C:23]([CH:24]=[CH:25][C:26]=4[CH:27]=[CH:28][C:29]=3[NH2:37])[CH:22]=1.C([O-])([O-])=O.[Cs+].[Cs+].CC1(C)C2C(=C(P(C3C=CC=CC=3)C3C=CC=CC=3)C=CC=2)OC2C(P(C3C=CC=CC=3)C3C=CC=CC=3)=CC=CC1=2. Product: [C:1]1([N:7]2[C:15]3[C:10](=[CH:11][CH:12]=[CH:13][CH:14]=3)[C:9]([NH:37][C:29]3[C:30]4[C:31]5=[C:32]6[C:33](=[CH:35][CH:36]=4)[CH:34]=[CH:21][CH:22]=[C:23]6[CH:24]=[CH:25][C:26]5=[CH:27][CH:28]=3)=[C:8]2[C:17]([O:19][CH3:20])=[O:18])[CH:6]=[CH:5][CH:4]=[CH:3][CH:2]=1. The catalyst class is: 164. (9) Reactant: CO.[NH:3]1[C:7]2[CH:8]=[CH:9][CH:10]=[CH:11][C:6]=2[NH:5][C:4]1=[C:12]([C:28]([C:30]1[CH:35]=[CH:34][CH:33]=[C:32]([F:36])[CH:31]=1)=[O:29])[C:13]([C:15]1[CH:20]=[CH:19][CH:18]=[C:17]([C@@H:21]2[CH2:25][O:24]C(C)(C)[O:22]2)[CH:16]=1)=[O:14].O.C1(C)C=CC(S(O)(=O)=O)=CC=1.C(=O)(O)[O-].[Na+]. Product: [NH:3]1[C:7]2[CH:8]=[CH:9][CH:10]=[CH:11][C:6]=2[NH:5][C:4]1=[C:12]([C:28]([C:30]1[CH:35]=[CH:34][CH:33]=[C:32]([F:36])[CH:31]=1)=[O:29])[C:13]([C:15]1[CH:20]=[CH:19][CH:18]=[C:17]([C@@H:21]([OH:22])[CH2:25][OH:24])[CH:16]=1)=[O:14]. The catalyst class is: 6. (10) Reactant: [C:1]([O:5][C:6]([N:8]1[CH2:13][CH2:12][CH:11]([C:14]2[CH:19]=[CH:18][C:17]([O:20][CH2:21][CH2:22][CH2:23][O:24][CH2:25][C:26]3[CH:31]=[CH:30][CH:29]=[CH:28][C:27]=3[O:32][CH3:33])=[CH:16][CH:15]=2)[CH:10]([NH:34][C:35]([C:37]2[CH:46]=[C:45]3[C:40]([CH2:41][CH2:42][CH2:43][NH:44]3)=[CH:39][CH:38]=2)=[O:36])[CH2:9]1)=[O:7])([CH3:4])([CH3:3])[CH3:2].Cl[CH2:48][C:49]([N:51]([CH3:53])[CH3:52])=[O:50].C([O-])([O-])=O.[Cs+].[Cs+]. Product: [C:1]([O:5][C:6]([N:8]1[CH2:13][CH2:12][CH:11]([C:14]2[CH:15]=[CH:16][C:17]([O:20][CH2:21][CH2:22][CH2:23][O:24][CH2:25][C:26]3[CH:31]=[CH:30][CH:29]=[CH:28][C:27]=3[O:32][CH3:33])=[CH:18][CH:19]=2)[CH:10]([NH:34][C:35]([C:37]2[CH:46]=[C:45]3[C:40]([CH2:41][CH2:42][CH2:43][N:44]3[CH2:48][C:49](=[O:50])[N:51]([CH3:53])[CH3:52])=[CH:39][CH:38]=2)=[O:36])[CH2:9]1)=[O:7])([CH3:4])([CH3:2])[CH3:3]. The catalyst class is: 10.